Dataset: Full USPTO retrosynthesis dataset with 1.9M reactions from patents (1976-2016). Task: Predict the reactants needed to synthesize the given product. (1) Given the product [Cl:1][C:2]1[S:3][C:4]([C:8]([NH:22][C:23]2[CH:24]=[C:25]([O:26][C:27]3[CH:28]=[CH:29][C:30]4[N:31]([CH:33]=[C:34]([NH:36][C:37]([CH:39]5[CH2:41][CH2:40]5)=[O:38])[N:35]=4)[N:32]=3)[CH:42]=[CH:43][C:44]=2[F:45])=[O:10])=[C:5]([CH3:7])[N:6]=1, predict the reactants needed to synthesize it. The reactants are: [Cl:1][C:2]1[S:3][C:4]([C:8]([OH:10])=O)=[C:5]([CH3:7])[N:6]=1.O1CCCC1.C(Cl)(=O)C(Cl)=O.[NH2:22][C:23]1[CH:24]=[C:25]([CH:42]=[CH:43][C:44]=1[F:45])[O:26][C:27]1[CH:28]=[CH:29][C:30]2[N:31]([CH:33]=[C:34]([NH:36][C:37]([CH:39]3[CH2:41][CH2:40]3)=[O:38])[N:35]=2)[N:32]=1. (2) Given the product [C:33]([N:30]1[CH2:31][CH2:32][CH:27]([C:23]2[NH:22][C:21]([C:19]3[CH:20]=[C:15]([CH:16]=[CH:17][C:18]=3[CH3:40])[C:13]([N:11]3[CH2:10][CH:9]([C:6]4[CH:5]=[CH:4][C:3]([C:1]#[N:2])=[CH:8][CH:7]=4)[CH2:12]3)=[O:14])=[C:25]([CH3:26])[N:24]=2)[CH2:28][CH2:29]1)(=[O:35])[CH3:42], predict the reactants needed to synthesize it. The reactants are: [C:1]([C:3]1[CH:8]=[CH:7][C:6]([CH:9]2[CH2:12][N:11]([C:13]([C:15]3[CH:16]=[CH:17][C:18]([CH3:40])=[C:19]([C:21]4[N:22]=[C:23]([CH:27]5[CH2:32][CH2:31][N:30]([C:33]([O:35]C(C)(C)C)=O)[CH2:29][CH2:28]5)[NH:24][C:25]=4[CH3:26])[CH:20]=3)=[O:14])[CH2:10]2)=[CH:5][CH:4]=1)#[N:2].F[C:42](F)(F)C(O)=O.CC1C=CC(C(N2CC(C3C=CC(C#N)=CC=3)C2)=O)=CC=1C1NC(C2CCNCC2)=NC=1C.C(OC(=O)C)(=O)C.C(N(CC)CC)C. (3) Given the product [Cl:1][C:2]1[C:3]([Cl:19])=[CH:4][C:5]2[O:10][CH2:9][C:8](=[O:11])[N:7]([CH2:12][C:13]([OH:15])=[O:14])[C:6]=2[CH:18]=1, predict the reactants needed to synthesize it. The reactants are: [Cl:1][C:2]1[C:3]([Cl:19])=[CH:4][C:5]2[O:10][CH2:9][C:8](=[O:11])[N:7]([CH2:12][C:13]([O:15]CC)=[O:14])[C:6]=2[CH:18]=1.[Li+].[OH-].O.Cl.